From a dataset of Reaction yield outcomes from USPTO patents with 853,638 reactions. Predict the reaction yield, written as a fraction of the theoretical maximum amount of product (1.0 means a 100% yield; for example, 0.34 means a 34% yield). (1) The reactants are C([O:8][C:9]1[C:10]([CH3:27])=[C:11]([CH3:26])[C:12]([NH:16][C:17]2[CH:22]=[CH:21][CH:20]=[CH:19][C:18]=2[CH:23]([CH3:25])[CH3:24])=[N:13][C:14]=1[CH3:15])C1C=CC=CC=1. The catalyst is [Pd].CO. The product is [CH:23]([C:18]1[CH:19]=[CH:20][CH:21]=[CH:22][C:17]=1[NH:16][C:12]1[N:13]=[C:14]([CH3:15])[C:9]([OH:8])=[C:10]([CH3:27])[C:11]=1[CH3:26])([CH3:25])[CH3:24]. The yield is 0.960. (2) The reactants are [OH:1][C:2]1[CH:7]=[CH:6][CH:5]=[CH:4][C:3]=1[C:8]([F:11])([F:10])[F:9].F[C:13]1[CH:18]=[CH:17][C:16]([F:19])=[CH:15][C:14]=1[N+:20]([O-:22])=[O:21].[F:23][C:24]1[CH:25]=[CH:26][C:27]([O:31][C:32]2[CH:37]=[CH:36][CH:35]=[CH:34][C:33]=2[C:38]([F:41])([F:40])[F:39])=[C:28]([CH:30]=1)[NH2:29].[NH2:42][C:43]1[S:44][CH:45]=[CH:46][N:47]=1. No catalyst specified. The product is [F:19][C:16]1[CH:17]=[CH:18][C:13]([O:1][C:2]2[CH:7]=[CH:6][CH:5]=[CH:4][C:3]=2[C:8]([F:9])([F:10])[F:11])=[C:14]([N+:20]([O-:22])=[O:21])[CH:15]=1.[F:23][C:24]1[CH:25]=[CH:26][C:27]([O:31][C:32]2[CH:37]=[CH:36][CH:35]=[CH:34][C:33]=2[C:38]([F:39])([F:40])[F:41])=[C:28]([NH:29][C:2]([NH:42][C:43]2[S:44][CH:45]=[CH:46][N:47]=2)=[O:1])[CH:30]=1. The yield is 0.780. (3) The reactants are [CH3:1][C:2]1[C:3]([C:11]2[S:15][C:14]([C:16]([OH:18])=O)=[CH:13][CH:12]=2)=[N:4][O:5][C:6]=1[C:7]([F:10])([F:9])[F:8].C([N:26]1[CH2:31][CH2:30][NH:29][CH2:28][CH2:27]1)(OC(C)(C)C)=O.[ClH:32]. The catalyst is O1CCOCC1. The product is [ClH:32].[CH3:1][C:2]1[C:3]([C:11]2[S:15][C:14]([C:16]([N:26]3[CH2:31][CH2:30][NH:29][CH2:28][CH2:27]3)=[O:18])=[CH:13][CH:12]=2)=[N:4][O:5][C:6]=1[C:7]([F:8])([F:9])[F:10]. The yield is 0.690. (4) The reactants are [NH2:1][C:2]1[CH:7]=[CH:6][CH:5]=[CH:4][CH:3]=1.C([O-])([O-])=O.[Cs+].[Cs+].COC1C=C(C=CC=1)O[C:20]1[N:25]=[CH:24][N:23]=[C:22]([NH:26][C:27]2[N:32]=[C:31]([NH:33]C(=O)C=C)[CH:30]=[CH:29][CH:28]=2)[CH:21]=1. The catalyst is CN(C=O)C. The product is [NH2:33][C:31]1[N:32]=[C:27]([NH:26][C:22]2[CH:21]=[C:20]([NH:1][C:2]3[CH:7]=[CH:6][CH:5]=[CH:4][CH:3]=3)[N:25]=[CH:24][N:23]=2)[CH:28]=[CH:29][CH:30]=1. The yield is 0.233. (5) The reactants are [Cl:1]C[C:3]1[N:4]=[C:5]([N:9]2[CH2:14][CH2:13][O:12][CH2:11][CH2:10]2)[S:6][C:7]=1[CH3:8].[C:15]1([P:21]([C:28]2[CH:33]=[CH:32][CH:31]=[CH:30][CH:29]=2)[C:22]2[CH:27]=[CH:26][CH:25]=[CH:24][CH:23]=2)[CH:20]=[CH:19][CH:18]=[CH:17][CH:16]=1. The catalyst is C(#N)C. The product is [Cl-:1].[CH3:8][C:7]1[S:6][C:5]([N:9]2[CH2:10][CH2:11][O:12][CH2:13][CH2:14]2)=[N:4][C:3]=1[P+:21]([C:22]1[CH:23]=[CH:24][CH:25]=[CH:26][CH:27]=1)([C:28]1[CH:33]=[CH:32][CH:31]=[CH:30][CH:29]=1)[C:15]1[CH:16]=[CH:17][CH:18]=[CH:19][CH:20]=1. The yield is 0.910.